From a dataset of Catalyst prediction with 721,799 reactions and 888 catalyst types from USPTO. Predict which catalyst facilitates the given reaction. Reactant: [CH:1]1([C:4]2[CH:9]=[CH:8][CH:7]=[C:6]([CH2:10][CH3:11])[C:5]=2[CH:12]([C:14]2[N:15]=[CH:16][N:17](C(C3C=CC=CC=3)(C3C=CC=CC=3)C3C=CC=CC=3)[CH:18]=2)O)[CH2:3][CH2:2]1.C([SiH](CC)CC)C.FC(F)(F)C(O)=O. Product: [CH:1]1([C:4]2[CH:9]=[CH:8][CH:7]=[C:6]([CH2:10][CH3:11])[C:5]=2[CH2:12][C:14]2[N:15]=[CH:16][NH:17][CH:18]=2)[CH2:2][CH2:3]1. The catalyst class is: 4.